Dataset: Forward reaction prediction with 1.9M reactions from USPTO patents (1976-2016). Task: Predict the product of the given reaction. Given the reactants [F:1][C:2]1[CH:7]=[CH:6][C:5]([N+:8]([O-:10])=[O:9])=[CH:4][C:3]=1[NH2:11].C(N(CC)CC)C.[F:19][C:20]([F:31])([F:30])[C:21](O[C:21](=[O:22])[C:20]([F:31])([F:30])[F:19])=[O:22], predict the reaction product. The product is: [F:19][C:20]([F:31])([F:30])[C:21]([NH:11][C:3]1[CH:4]=[C:5]([N+:8]([O-:10])=[O:9])[CH:6]=[CH:7][C:2]=1[F:1])=[O:22].